This data is from Reaction yield outcomes from USPTO patents with 853,638 reactions. The task is: Predict the reaction yield, written as a fraction of the theoretical maximum amount of product (1.0 means a 100% yield; for example, 0.34 means a 34% yield). (1) The reactants are [N+:1]([C:4]1[CH:5]=[C:6]2[C:10](=[CH:11][CH:12]=1)[NH:9][CH2:8][CH2:7]2)([O-:3])=[O:2].[H-].[Na+].[H][H].Cl.[CH3:18][N:19]([CH3:24])[CH2:20][CH2:21][CH2:22]Cl. The catalyst is CN(C=O)C. The product is [CH3:18][N:19]([CH3:24])[CH2:20][CH2:21][CH2:22][N:9]1[C:10]2[C:6](=[CH:5][C:4]([N+:1]([O-:3])=[O:2])=[CH:12][CH:11]=2)[CH2:7][CH2:8]1. The yield is 0.480. (2) The catalyst is O1CCCC1.O. The reactants are Cl.[F:2][C:3]1[CH:8]=[CH:7][CH:6]=[CH:5][C:4]=1[N:9]1[C:17]2[C:12](=[CH:13][CH:14]=[CH:15][CH:16]=2)[C:11]([O:18][CH:19]2[CH2:24][CH2:23][NH:22][CH2:21][CH2:20]2)=[N:10]1.C(=O)([O-])[O-].[Na+].[Na+].CCOCC.[C:36]([OH:45])(=[O:44])[C@@H:37]([C@H:39]([C:41]([OH:43])=[O:42])[OH:40])[OH:38]. The yield is 0.855. The product is [C:41]([C@@H:39]([C@H:37]([C:36]([OH:45])=[O:44])[OH:38])[OH:40])([OH:43])=[O:42].[F:2][C:3]1[CH:8]=[CH:7][CH:6]=[CH:5][C:4]=1[N:9]1[C:17]2[C:12](=[CH:13][CH:14]=[CH:15][CH:16]=2)[C:11]([O:18][CH:19]2[CH2:24][CH2:23][NH:22][CH2:21][CH2:20]2)=[N:10]1.[C:41]([C@@H:39]([C@H:37]([C:36]([OH:45])=[O:44])[OH:38])[OH:40])([OH:43])=[O:42]. (3) The reactants are [N+:1]([C:4]1[CH:20]=[CH:19][C:7]2[C:8]3[CH:14]=[C:13]([S:15](O)(=[O:17])=[O:16])[CH:12]=[CH:11][C:9]=3[O:10][C:6]=2[CH:5]=1)([O-:3])=[O:2].S(Cl)([Cl:23])=O. The catalyst is CN(C=O)C. The product is [N+:1]([C:4]1[CH:20]=[CH:19][C:7]2[C:8]3[CH:14]=[C:13]([S:15]([Cl:23])(=[O:17])=[O:16])[CH:12]=[CH:11][C:9]=3[O:10][C:6]=2[CH:5]=1)([O-:3])=[O:2]. The yield is 0.890. (4) The reactants are [NH2:1][C:2]1[C:11]([O:12][CH3:13])=[C:10]([Cl:14])[CH:9]=[C:8]([Cl:15])[C:3]=1[C:4]([O:6]C)=[O:5].[OH-].[Na+]. The catalyst is CO.O. The product is [NH2:1][C:2]1[C:11]([O:12][CH3:13])=[C:10]([Cl:14])[CH:9]=[C:8]([Cl:15])[C:3]=1[C:4]([OH:6])=[O:5]. The yield is 0.950. (5) The reactants are Cl[C:2]1[CH:7]=[CH:6][CH:5]=[C:4](Cl)[C:3]=1[C:9]1[N:13]2[C:14]3[CH:15]=[CH:16][CH:17]=[CH:18][C:19]=3[C:20]3[CH:21]=[CH:22][CH:23]=[CH:24][C:25]=3[C:12]2=[N:11][CH:10]=1.[CH:26]1(P([CH:26]2[CH2:31][CH2:30][CH2:29][CH2:28][CH2:27]2)C2C=CC=CC=2C2C(OC)=CC=CC=2OC)[CH2:31][CH2:30][CH2:29][CH2:28][CH2:27]1.[O-]P([O-])([O-])=O.[K+].[K+].[K+]. The catalyst is CC([O-])=O.CC([O-])=O.[Pd+2].C1(C)C=CC=CC=1. The product is [C:26]1([C:2]2[CH:7]=[CH:6][CH:5]=[C:4]([C:2]3[CH:7]=[CH:6][CH:5]=[CH:4][CH:3]=3)[C:3]=2[C:9]2[N:13]3[C:14]4[CH:15]=[CH:16][CH:17]=[CH:18][C:19]=4[C:20]4[CH:21]=[CH:22][CH:23]=[CH:24][C:25]=4[C:12]3=[N:11][CH:10]=2)[CH:31]=[CH:30][CH:29]=[CH:28][CH:27]=1. The yield is 0.620. (6) The reactants are C([N:8]([CH2:29][CH2:30][CH2:31][CH2:32][CH2:33][CH3:34])[C:9](=[O:28])[CH2:10][O:11][C:12]1[CH:17]=[CH:16][C:15]([CH2:18][C@H:19]([O:25][CH2:26][CH3:27])[C:20]([O:22]CC)=[O:21])=[CH:14][CH:13]=1)C1C=CC=CC=1.[Li+].[OH-].Cl. The catalyst is C1COCC1. The product is [CH2:18]([CH:29]([NH:8][C:9](=[O:28])[CH2:10][O:11][C:12]1[CH:17]=[CH:16][C:15]([CH2:18][C@H:19]([O:25][CH2:26][CH3:27])[C:20]([OH:22])=[O:21])=[CH:14][CH:13]=1)[CH2:30][CH2:31][CH2:32][CH2:33][CH3:34])[C:15]1[CH:16]=[CH:17][CH:12]=[CH:13][CH:14]=1. The yield is 0.900. (7) The reactants are [Cl:1][C:2]1[CH:3]=[C:4]([NH:9][C:10]2[C:11]3[CH2:18][C:17](=[O:19])[NH:16][C:12]=3[N:13]=[CH:14][N:15]=2)[CH:5]=[CH:6][C:7]=1[F:8].[CH3:20][CH:21]1[NH:26][CH:25]([CH3:27])[CH2:24][N:23]([C:28]([C:30]2[NH:34][C:33]([CH:35]=O)=[C:32]([CH3:37])[CH:31]=2)=[O:29])[CH2:22]1. The catalyst is N1CCCCC1.C(O)C. The product is [Cl:1][C:2]1[CH:3]=[C:4]([NH:9][C:10]2[C:11]3[C:18](=[CH:35][C:33]4[NH:34][C:30]([C:28]([N:23]5[CH2:22][CH:21]([CH3:20])[NH:26][CH:25]([CH3:27])[CH2:24]5)=[O:29])=[CH:31][C:32]=4[CH3:37])[C:17](=[O:19])[NH:16][C:12]=3[N:13]=[CH:14][N:15]=2)[CH:5]=[CH:6][C:7]=1[F:8]. The yield is 0.730.